Dataset: Full USPTO retrosynthesis dataset with 1.9M reactions from patents (1976-2016). Task: Predict the reactants needed to synthesize the given product. (1) Given the product [CH2:1]=[C:2]1[CH2:9][CH:8]2[CH2:10][CH:4]([CH2:5][CH:6]([NH:11][C:22](=[O:23])[O:24][CH2:25][C:26]3[CH:31]=[CH:30][CH:29]=[CH:28][CH:27]=3)[CH2:7]2)[CH2:3]1, predict the reactants needed to synthesize it. The reactants are: [CH2:1]=[C:2]1[CH2:9][CH:8]2[CH2:10][CH:4]([CH2:5][C:6](=[N:11]O)[CH2:7]2)[CH2:3]1.[BH4-].[Na+].CCN(CC)CC.[C:22](Cl)([O:24][CH2:25][C:26]1[CH:31]=[CH:30][CH:29]=[CH:28][CH:27]=1)=[O:23]. (2) Given the product [CH3:1][O:2][C:3]([C:5]1[N:6]=[C:7]2[C:12]([NH2:13])=[CH:11][C:10]([Br:16])=[CH:9][N:8]2[C:17]=1[Cl:18])=[O:4], predict the reactants needed to synthesize it. The reactants are: [CH3:1][O:2][C:3]([C:5]1[N:6]=[C:7]2[C:12]([N+:13]([O-])=O)=[CH:11][C:10]([Br:16])=[CH:9][N:8]2[C:17]=1[Cl:18])=[O:4].[O-]S(S([O-])=O)=O.[Na+].[Na+].[OH-].[Na+]. (3) The reactants are: [C:1]([NH2:5])([CH3:4])([CH3:3])[CH3:2].Cl.[CH3:7][N:8]([CH3:12])[CH2:9][CH2:10]Cl. Given the product [C:1]([NH:5][CH2:10][CH2:9][N:8]([CH3:12])[CH3:7])([CH3:4])([CH3:3])[CH3:2], predict the reactants needed to synthesize it. (4) Given the product [CH:29]1[C:30]2[CH:18]([CH2:17][O:16][C:14]([NH:1][CH2:2][C:3]3[CH:8]=[CH:7][C:6]([CH2:9][CH2:10][C:11]([OH:13])=[O:12])=[CH:5][CH:4]=3)=[O:15])[C:19]3[C:24](=[CH:23][CH:22]=[CH:21][CH:20]=3)[C:25]=2[CH:26]=[CH:27][CH:28]=1, predict the reactants needed to synthesize it. The reactants are: [NH2:1][CH2:2][C:3]1[CH:8]=[CH:7][C:6]([CH2:9][CH2:10][C:11]([OH:13])=[O:12])=[CH:5][CH:4]=1.[C:14](ON1C(=O)CCC1=O)([O:16][CH2:17][CH:18]1[C:30]2[C:25](=[CH:26][CH:27]=[CH:28][CH:29]=2)[C:24]2[C:19]1=[CH:20][CH:21]=[CH:22][CH:23]=2)=[O:15].Cl. (5) Given the product [CH2:1]([O:3][C:4](=[O:19])[C:5]1[CH:10]=[CH:9][C:8]([N:11]2[CH2:16][C@H:15]([CH3:17])[N:14]([CH2:24][C:23]([OH:30])=[O:22])[C@H:13]([CH3:18])[CH2:12]2)=[N:7][CH:6]=1)[CH3:2], predict the reactants needed to synthesize it. The reactants are: [CH2:1]([O:3][C:4](=[O:19])[C:5]1[CH:10]=[CH:9][C:8]([N:11]2[CH2:16][C@H:15]([CH3:17])[NH:14][C@H:13]([CH3:18])[CH2:12]2)=[N:7][CH:6]=1)[CH3:2].C([O:22][C:23](=[O:30])[C:24]1C=CC=NC=1)C. (6) The reactants are: Cl[C:2]1[N:11]=[C:10](Cl)[C:9]2[C:4](=[CH:5][CH:6]=[CH:7][CH:8]=2)[N:3]=1.[CH:13]1([NH2:23])[C:22]2[C:17](=[CH:18][CH:19]=[CH:20][CH:21]=2)[CH2:16][CH2:15][CH2:14]1.[Cl:24][C:25]1[CH:32]=[CH:31][C:28]([CH2:29][NH2:30])=[CH:27][CH:26]=1. Given the product [Cl:24][C:25]1[CH:32]=[CH:31][C:28]([CH2:29][NH:30][C:2]2[N:11]=[C:10]([NH:23][CH:13]3[C:22]4[C:17](=[CH:18][CH:19]=[CH:20][CH:21]=4)[CH2:16][CH2:15][CH2:14]3)[C:9]3[C:4](=[CH:5][CH:6]=[CH:7][CH:8]=3)[N:3]=2)=[CH:27][CH:26]=1, predict the reactants needed to synthesize it. (7) Given the product [F:1][C:2]1[CH:3]=[C:4]([NH:5][C:17](=[O:19])[CH3:18])[CH:6]=[CH:7][C:8]=1[F:9], predict the reactants needed to synthesize it. The reactants are: [F:1][C:2]1[CH:3]=[C:4]([CH:6]=[CH:7][C:8]=1[F:9])[NH2:5].C(N(CC)CC)C.[C:17](OC(=O)C)(=[O:19])[CH3:18].